Dataset: Reaction yield outcomes from USPTO patents with 853,638 reactions. Task: Predict the reaction yield, written as a fraction of the theoretical maximum amount of product (1.0 means a 100% yield; for example, 0.34 means a 34% yield). (1) The reactants are [ClH:1].[O:2]=[C:3]1[NH:12][C:11]2[N:10]=[CH:9][C:8](/[CH:13]=[CH:14]/[C:15]([OH:17])=O)=[CH:7][C:6]=2[CH2:5][CH2:4]1.Cl.[CH3:19][N:20]1CC2C=C(/C=C/C(O)=O)C=NC=2NC(=O)C1.[CH:37]([O:40][C:41]1[C:49]([O:50][CH3:51])=[CH:48][CH:47]=[CH:46][C:42]=1[CH2:43]CN)([CH3:39])[CH3:38].CNCC1C=CC2C(=CC=CC=2)C=1CCC. No catalyst specified. The product is [ClH:1].[CH:37]([O:40][C:41]1[C:49]([O:50][CH3:51])=[CH:48][CH:47]=[CH:46][C:42]=1[CH2:43][N:20]([CH3:19])[C:15](=[O:17])/[CH:14]=[CH:13]/[C:8]1[CH:9]=[N:10][C:11]2[NH:12][C:3](=[O:2])[CH2:4][CH2:5][C:6]=2[CH:7]=1)([CH3:38])[CH3:39]. The yield is 0.830. (2) The reactants are [C:1]([O:5][C:6](=[O:26])[NH:7][C@H:8]([CH:24]=O)[CH2:9][C:10]1[CH:15]=[CH:14][C:13]([O:16][C:17]2[CH:22]=[CH:21][C:20]([Cl:23])=[CH:19][CH:18]=2)=[CH:12][CH:11]=1)([CH3:4])([CH3:3])[CH3:2].Cl.[NH2:28][OH:29].C(N(CC)CC)C.C([BH3-])#N.[Na+].Cl. The catalyst is C1COCC1.CO.O1CCOCC1. The product is [C:1]([O:5][C:6](=[O:26])[NH:7][C@H:8]([CH2:24][NH:28][OH:29])[CH2:9][C:10]1[CH:15]=[CH:14][C:13]([O:16][C:17]2[CH:22]=[CH:21][C:20]([Cl:23])=[CH:19][CH:18]=2)=[CH:12][CH:11]=1)([CH3:4])([CH3:3])[CH3:2]. The yield is 1.00.